From a dataset of TCR-epitope binding with 47,182 pairs between 192 epitopes and 23,139 TCRs. Binary Classification. Given a T-cell receptor sequence (or CDR3 region) and an epitope sequence, predict whether binding occurs between them. (1) The epitope is SLFNTVATLY. The TCR CDR3 sequence is CSARDPPGSSNYGYTF. Result: 0 (the TCR does not bind to the epitope). (2) The epitope is GILGFVFTL. The TCR CDR3 sequence is CASSTHLGSGNTIYF. Result: 1 (the TCR binds to the epitope). (3) The epitope is TPRVTGGGAM. The TCR CDR3 sequence is CASSLDRGHGNSPLHF. Result: 0 (the TCR does not bind to the epitope). (4) The epitope is KTWGQYWQV. The TCR CDR3 sequence is CASSPQRTAHEQYF. Result: 0 (the TCR does not bind to the epitope). (5) The epitope is SLVKPSFYV. The TCR CDR3 sequence is CASSELNVRQETQYF. Result: 0 (the TCR does not bind to the epitope). (6) The epitope is ITEEVGHTDLMAAY. The TCR CDR3 sequence is CASSRGANTEAFF. Result: 1 (the TCR binds to the epitope).